This data is from Forward reaction prediction with 1.9M reactions from USPTO patents (1976-2016). The task is: Predict the product of the given reaction. (1) Given the reactants [Na].[C:2]1(=[O:7])[O:6][CH2:5][CH2:4][CH2:3]1.[CH2:8]([OH:15])[C:9]1[CH:14]=[CH:13][CH:12]=[CH:11][CH:10]=1, predict the reaction product. The product is: [CH2:8]([O:15][C:5](=[O:6])[CH2:4][CH2:3][CH2:2][OH:7])[C:9]1[CH:14]=[CH:13][CH:12]=[CH:11][CH:10]=1. (2) Given the reactants [Br:1][C:2]1[CH:3]=[C:4]([N:8]2[C:12](=[O:13])[C@H:11]3[C@@H:14]([Si](C)(C)C)[S:15][CH2:16][C@H:10]3[C:9]2=[O:21])[CH:5]=[CH:6][CH:7]=1.[F-].[Cs+].O.C1C=CC=CC=1, predict the reaction product. The product is: [Br:1][C:2]1[CH:3]=[C:4]([N:8]2[C:9](=[O:21])[C@@H:10]3[CH2:16][S:15][CH2:14][C@@H:11]3[C:12]2=[O:13])[CH:5]=[CH:6][CH:7]=1. (3) Given the reactants Br[C:2]1[CH:28]=[CH:27][C:5]([O:6][CH2:7][C:8]2[CH:9]=[N:10][N:11]([CH:15]3[CH2:20][CH2:19][N:18]([C:21]([O:23][CH:24]([CH3:26])[CH3:25])=[O:22])[CH2:17][CH2:16]3)[C:12]=2[C:13]#[N:14])=[C:4]([F:29])[CH:3]=1.[P:30]([O-:35])([O:33][CH3:34])[O:31][CH3:32].C(N(CC)CC)C, predict the reaction product. The product is: [C:13]([C:12]1[N:11]([CH:15]2[CH2:20][CH2:19][N:18]([C:21]([O:23][CH:24]([CH3:26])[CH3:25])=[O:22])[CH2:17][CH2:16]2)[N:10]=[CH:9][C:8]=1[CH2:7][O:6][C:5]1[CH:27]=[CH:28][C:2]([P:30]([O:33][CH3:34])([O:31][CH3:32])=[O:35])=[CH:3][C:4]=1[F:29])#[N:14]. (4) Given the reactants [Cl:1][C:2]1[CH:7]=[CH:6][C:5]([O:8][C:9](=[O:19])[N:10]([C@H:12]2[CH2:17][CH2:16][C@H:15]([OH:18])[CH2:14][CH2:13]2)[CH3:11])=[CH:4][CH:3]=1.[Br:20][CH2:21][CH2:22][CH2:23][CH2:24][CH2:25]Br, predict the reaction product. The product is: [Cl:1][C:2]1[CH:3]=[CH:4][C:5]([O:8][C:9](=[O:19])[N:10]([C@H:12]2[CH2:17][CH2:16][C@H:15]([O:18][CH2:25][CH2:24][CH2:23][CH2:22][CH2:21][Br:20])[CH2:14][CH2:13]2)[CH3:11])=[CH:6][CH:7]=1. (5) Given the reactants [Mg].C1C2C3C=CC=CC=3OC=2C=CC=1.C(Br)C=C.C[Si](C)(Cl)Cl.[C:24]1([CH2:30][CH2:31][C:32](=[O:36])[CH2:33][CH2:34][CH3:35])[CH:29]=[CH:28][CH:27]=[CH:26][CH:25]=1.Cl[CH2:38][C:39]([O:41][CH2:42][CH3:43])=[O:40], predict the reaction product. The product is: [OH:36][C:32]([CH2:31][CH2:30][C:24]1[CH:29]=[CH:28][CH:27]=[CH:26][CH:25]=1)([CH2:33][CH2:34][CH3:35])[CH2:38][C:39]([O:41][CH2:42][CH3:43])=[O:40]. (6) Given the reactants [C:1]([O:5][C@@H:6]([C:12]1[C:13]([CH3:64])=[N:14][C:15]2[N:16]([N:50]=[C:51]([CH:53]=[CH:54][CH2:55][C:56]3[CH:61]=[CH:60][C:59]([F:62])=[CH:58][C:57]=3[OH:63])[CH:52]=2)[C:17]=1[N:18]1[CH2:23][CH2:22][C:21]([O:25][CH2:26][CH2:27][CH2:28][CH2:29][C@H:30]([O:32][Si](C(C)(C)C)(C2C=CC=CC=2)C2C=CC=CC=2)[CH3:31])([CH3:24])[CH2:20][CH2:19]1)[C:7]([O:9][CH2:10][CH3:11])=[O:8])([CH3:4])([CH3:3])[CH3:2].CCCC[N+](CCCC)(CCCC)CCCC.[F-], predict the reaction product. The product is: [C:1]([O:5][C@@H:6]([C:12]1[C:13]([CH3:64])=[N:14][C:15]2[N:16]([N:50]=[C:51]([CH:53]=[CH:54][CH2:55][C:56]3[CH:61]=[CH:60][C:59]([F:62])=[CH:58][C:57]=3[OH:63])[CH:52]=2)[C:17]=1[N:18]1[CH2:23][CH2:22][C:21]([O:25][CH2:26][CH2:27][CH2:28][CH2:29][C@H:30]([OH:32])[CH3:31])([CH3:24])[CH2:20][CH2:19]1)[C:7]([O:9][CH2:10][CH3:11])=[O:8])([CH3:2])([CH3:3])[CH3:4]. (7) The product is: [CH3:37][C:36]1[C:31]([N:28]2[CH2:29][CH2:30][N:25]([C:23]([C:11]3[CH:12]=[CH:13][C:14]([N:16]4[C:20](=[O:21])[CH2:19][CH2:18][CH:17]4[CH3:22])=[CH:15][C:10]=3[C:9]([N:8]([CH2:50][CH2:49][O:48][CH3:47])[CH3:6])=[O:39])=[O:24])[CH2:26][CH2:27]2)=[N:32][CH:33]=[C:34]([CH3:38])[CH:35]=1. Given the reactants C(O[C:6]([N:8](C(OC(C)(C)C)=O)[C:9](=[O:39])[C:10]1[CH:15]=[C:14]([N:16]2[C:20](=[O:21])[CH2:19][CH2:18][CH:17]2[CH3:22])[CH:13]=[CH:12][C:11]=1[C:23]([N:25]1[CH2:30][CH2:29][N:28]([C:31]2[C:36]([CH3:37])=[CH:35][C:34]([CH3:38])=[CH:33][N:32]=2)[CH2:27][CH2:26]1)=[O:24])=O)(C)(C)C.[CH3:47][O:48][CH2:49][CH2:50]NC, predict the reaction product. (8) Given the reactants [C:1]([O:5][C:6]([N:8]1[C:16]2[C:11](=[CH:12][C:13]([F:17])=[CH:14][CH:15]=2)[C:10]([CH3:18])=[C:9]1[S:19](Cl)(=[O:21])=[O:20])=[O:7])([CH3:4])([CH3:3])[CH3:2].[NH2:23][C:24]1[CH:29]=[CH:28][C:27]([Br:30])=[CH:26][C:25]=1[C:31]([F:34])([F:33])[F:32], predict the reaction product. The product is: [C:1]([O:5][C:6]([N:8]1[C:16]2[C:11](=[CH:12][C:13]([F:17])=[CH:14][CH:15]=2)[C:10]([CH3:18])=[C:9]1[S:19](=[O:21])(=[O:20])[NH:23][C:24]1[CH:29]=[CH:28][C:27]([Br:30])=[CH:26][C:25]=1[C:31]([F:34])([F:32])[F:33])=[O:7])([CH3:4])([CH3:3])[CH3:2].